This data is from Forward reaction prediction with 1.9M reactions from USPTO patents (1976-2016). The task is: Predict the product of the given reaction. (1) Given the reactants [O:1]=[C:2]1[N:7]=[CH:6][C:5]([CH2:8][C:9]([NH:11][NH2:12])=[O:10])=[CH:4][NH:3]1.[Cl:13][C:14]1[CH:22]=[CH:21][C:20]([Cl:23])=[C:19]2[C:15]=1[C:16](=O)[C:17](=[O:24])[NH:18]2, predict the reaction product. The product is: [Cl:13][C:14]1[CH:22]=[CH:21][C:20]([Cl:23])=[C:19]2[C:15]=1/[C:16](=[N:12]/[NH:11][C:9](=[O:10])[CH2:8][C:5]1[CH:6]=[N:7][C:2](=[O:1])[NH:3][CH:4]=1)/[C:17](=[O:24])[NH:18]2. (2) The product is: [NH2:3][CH2:12][CH2:13][N:14]1[C:23]2[C:18](=[N:19][CH:20]=[C:21]([CH2:24][C:25]3[CH:26]=[CH:27][C:28]([F:31])=[CH:29][CH:30]=3)[CH:22]=2)[C:17]([OH:32])=[C:16]([C:33]([NH:45][CH2:44][CH:40]2[CH2:41][CH2:42][CH2:43][O:39]2)=[O:34])[C:15]1=[O:38]. Given the reactants O=C1C2C(=CC=CC=2)C(=O)[N:3]1[CH2:12][CH2:13][N:14]1[C:23]2[C:18](=[N:19][CH:20]=[C:21]([CH2:24][C:25]3[CH:30]=[CH:29][C:28]([F:31])=[CH:27][CH:26]=3)[CH:22]=2)[C:17]([OH:32])=[C:16]([C:33](OCC)=[O:34])[C:15]1=[O:38].[O:39]1[CH2:43][CH2:42][CH2:41][CH:40]1[CH2:44][NH2:45].NN, predict the reaction product. (3) Given the reactants C[O:2][C:3](=[O:31])[CH2:4][C:5]1[CH:10]=[CH:9][CH:8]=[C:7]([C:11]2[CH:30]=[CH:29][C:14]3[C:15]([CH3:28])=[C:16]([C:18](=[O:27])[C:19]4[CH:24]=[CH:23][C:22]([Cl:25])=[CH:21][C:20]=4[Cl:26])[O:17][C:13]=3[CH:12]=2)[CH:6]=1.CO.O.[OH-].[Li+], predict the reaction product. The product is: [Cl:26][C:20]1[CH:21]=[C:22]([Cl:25])[CH:23]=[CH:24][C:19]=1[C:18]([C:16]1[O:17][C:13]2[CH:12]=[C:11]([C:7]3[CH:6]=[C:5]([CH2:4][C:3]([OH:31])=[O:2])[CH:10]=[CH:9][CH:8]=3)[CH:30]=[CH:29][C:14]=2[C:15]=1[CH3:28])=[O:27]. (4) The product is: [ClH:27].[F:1][C:2]1[CH:7]=[CH:6][C:5]([S:8]([C:11]2[CH:12]=[C:13]3[C:17](=[CH:18][CH:19]=2)[N:16]([CH3:20])[C:15]2[CH2:21][CH:22]4[NH:26][CH:25]([C:14]3=2)[CH2:24][CH2:23]4)(=[O:9])=[O:10])=[CH:4][CH:3]=1. Given the reactants [F:1][C:2]1[CH:7]=[CH:6][C:5]([S:8]([C:11]2[CH:12]=[C:13]3[C:17](=[CH:18][CH:19]=2)[N:16]([CH3:20])[C:15]2[CH2:21][CH:22]4[NH:26][CH:25]([C:14]3=2)[CH2:24][CH2:23]4)(=[O:10])=[O:9])=[CH:4][CH:3]=1.[ClH:27], predict the reaction product. (5) The product is: [Cl:12][C:13]1[CH:14]=[C:15]([C:24]2[C:33]3[C:28](=[CH:29][C:30]4[C:35]([NH2:36])=[N:10][O:11][C:31]=4[CH:32]=3)[CH:27]=[CH:26][N:25]=2)[CH:16]=[N:17][C:18]=1[O:19][CH2:20][CH:21]([CH3:23])[CH3:22]. Given the reactants CC([O-])(C)C.[K+].CC(=[N:10][OH:11])C.[Cl:12][C:13]1[CH:14]=[C:15]([C:24]2[C:33]3[C:28](=[CH:29][C:30]([C:35]#[N:36])=[C:31](F)[CH:32]=3)[CH:27]=[CH:26][N:25]=2)[CH:16]=[N:17][C:18]=1[O:19][CH2:20][CH:21]([CH3:23])[CH3:22], predict the reaction product. (6) Given the reactants [OH:1][C:2]1[CH:10]=[C:9]2[C:5]([CH2:6][CH2:7][C:8]2=[O:11])=[CH:4][CH:3]=1.CC1C=CC(S(OC[CH2:24][CH2:25][CH2:26][O:27][CH3:28])(=O)=O)=CC=1.[I-].[K+].C(=O)([O-])[O-].[K+].[K+], predict the reaction product. The product is: [CH3:28][O:27][CH2:26][CH2:25][CH2:24][O:1][C:2]1[CH:10]=[C:9]2[C:5]([CH2:6][CH2:7][C:8]2=[O:11])=[CH:4][CH:3]=1.